Dataset: Catalyst prediction with 721,799 reactions and 888 catalyst types from USPTO. Task: Predict which catalyst facilitates the given reaction. (1) Product: [NH:1]1[C:9]2[C:4](=[CH:5][C:6]([NH:10][C:11]3[C:12]4[CH2:24][O:23][CH2:22][CH2:21][C:13]=4[N:14]=[C:15]([N:31]4[CH2:30][C:29]5[C:33](=[CH:34][CH:35]=[C:27]([O:26][CH3:25])[CH:28]=5)[CH2:32]4)[N:16]=3)=[CH:7][CH:8]=2)[CH:3]=[N:2]1. The catalyst class is: 12. Reactant: [NH:1]1[C:9]2[C:4](=[CH:5][C:6]([NH:10][C:11]3[C:12]4[CH2:24][O:23][CH2:22][CH2:21][C:13]=4[N:14]=[C:15](S(C)(=O)=O)[N:16]=3)=[CH:7][CH:8]=2)[CH:3]=[N:2]1.[CH3:25][O:26][C:27]1[CH:28]=[C:29]2[C:33](=[CH:34][CH:35]=1)[CH2:32][NH:31][CH2:30]2. (2) Reactant: [Si:1]([O:8][CH2:9][C@H:10]1[C@@H:17]2[C@@H:13](OC(=S)O2)[C@H:12]([N:19]2[C:23]3[N:24]=[CH:25][N:26]=[C:27]([NH:28][C@@H:29]4[C:37]5[C:32](=[CH:33][CH:34]=[CH:35][CH:36]=5)[CH2:31][CH2:30]4)[C:22]=3[CH:21]=[CH:20]2)[CH2:11]1)([C:4]([CH3:7])([CH3:6])[CH3:5])([CH3:3])[CH3:2].CN1CCN(C)P1C1C=CC=CC=1. Product: [Si:1]([O:8][CH2:9][C@@H:10]1[CH2:11][C@@H:12]([N:19]2[C:23]3[N:24]=[CH:25][N:26]=[C:27]([NH:28][C@@H:29]4[C:37]5[C:32](=[CH:33][CH:34]=[CH:35][CH:36]=5)[CH2:31][CH2:30]4)[C:22]=3[CH:21]=[CH:20]2)[CH:13]=[CH:17]1)([C:4]([CH3:7])([CH3:5])[CH3:6])([CH3:2])[CH3:3]. The catalyst class is: 1.